From a dataset of Reaction yield outcomes from USPTO patents with 853,638 reactions. Predict the reaction yield, written as a fraction of the theoretical maximum amount of product (1.0 means a 100% yield; for example, 0.34 means a 34% yield). (1) The reactants are [CH2:1]([C:5]1([CH3:54])[CH2:10][CH2:9][N:8]([C:11]2[N:16]3[N:17]=[C:18]([C:20]4[S:21][C:22]([CH2:25][C:26]5[CH:31]=[CH:30][C:29]([F:32])=[CH:28][C:27]=5B5OC(C)(C)C(C)(C)O5)=[CH:23][N:24]=4)[CH:19]=[C:15]3[N:14]=[C:13]([CH3:42])[C:12]=2[C@H:43]([O:49][C:50]([CH3:53])([CH3:52])[CH3:51])[C:44]([O:46][CH2:47][CH3:48])=[O:45])[CH2:7][CH2:6]1)[CH2:2][CH:3]=[CH2:4].[OH:55]OS([O-])=O.[K+].S([O-])([O-])(=O)=S.[Na+].[Na+]. The catalyst is CC(C)=O. The product is [CH2:1]([C:5]1([CH3:54])[CH2:10][CH2:9][N:8]([C:11]2[N:16]3[N:17]=[C:18]([C:20]4[S:21][C:22]([CH2:25][C:26]5[CH:31]=[CH:30][C:29]([F:32])=[CH:28][C:27]=5[OH:55])=[CH:23][N:24]=4)[CH:19]=[C:15]3[N:14]=[C:13]([CH3:42])[C:12]=2[C@H:43]([O:49][C:50]([CH3:53])([CH3:52])[CH3:51])[C:44]([O:46][CH2:47][CH3:48])=[O:45])[CH2:7][CH2:6]1)[CH2:2][CH:3]=[CH2:4]. The yield is 0.702. (2) The yield is 0.920. The product is [CH3:1][O:23][C:22](=[O:24])[C:21]1[C:16]([NH:15][C:12]2[CH:13]=[CH:14][C:9]([Br:8])=[CH:10][C:11]=2[F:27])=[C:17]([F:26])[C:18]([Cl:25])=[N:19][CH:20]=1. The reactants are [CH3:1][Si](C=[N+]=[N-])(C)C.[Br:8][C:9]1[CH:14]=[CH:13][C:12]([NH:15][C:16]2[C:21]([C:22]([OH:24])=[O:23])=[CH:20][N:19]=[C:18]([Cl:25])[C:17]=2[F:26])=[C:11]([F:27])[CH:10]=1.C1COCC1. The catalyst is CO. (3) The reactants are [OH:1][CH2:2][C:3]1[CH:8]=[CH:7][N:6]=[C:5]([C:9]([NH2:11])=[O:10])[CH:4]=1.C(N(CC)CC)C.[CH3:19][S:20](Cl)(=[O:22])=[O:21]. The catalyst is C(OCC)(=O)C. The product is [CH3:19][S:20]([O:1][CH2:2][C:3]1[CH:8]=[CH:7][N:6]=[C:5]([C:9]([NH2:11])=[O:10])[CH:4]=1)(=[O:22])=[O:21]. The yield is 0.990. (4) The reactants are [Cl:1][C:2]1[CH:9]=[C:8]([C:10]2[CH2:14][C:13]([C:19]3[CH:24]=[C:23]([Cl:25])[CH:22]=[C:21]([Cl:26])[CH:20]=3)([C:15]([F:18])([F:17])[F:16])[O:12][N:11]=2)[CH:7]=[CH:6][C:3]=1[CH:4]=O.Cl.[NH2:28][OH:29].Cl. The catalyst is CO. The product is [Cl:1][C:2]1[CH:9]=[C:8]([C:10]2[CH2:14][C:13]([C:19]3[CH:24]=[C:23]([Cl:25])[CH:22]=[C:21]([Cl:26])[CH:20]=3)([C:15]([F:18])([F:17])[F:16])[O:12][N:11]=2)[CH:7]=[CH:6][C:3]=1[CH:4]=[N:28][OH:29]. The yield is 0.970. (5) The reactants are [N:1]1[C:10]2[C:5](=[CH:6][CH:7]=[CH:8][CH:9]=2)[CH:4]=[CH:3][C:2]=1[CH2:11][O:12][C:13]1[CH:18]=[CH:17][C:16]([CH2:19][C:20]([O:22][C:23]2([C:26]([O:28]C)=O)[CH2:25][CH2:24]2)=[O:21])=[CH:15][CH:14]=1.CN(C=O)C. No catalyst specified. The product is [OH:28][C:26]1[C:23]2([CH2:25][CH2:24]2)[O:22][C:20](=[O:21])[C:19]=1[C:16]1[CH:15]=[CH:14][C:13]([O:12][CH2:11][C:2]2[CH:3]=[CH:4][C:5]3[C:10](=[CH:9][CH:8]=[CH:7][CH:6]=3)[N:1]=2)=[CH:18][CH:17]=1. The yield is 0.830. (6) The reactants are [CH3:1][C:2]1[N:10]([C:11]([C:13]2[CH:14]=[CH:15][C:16]([Cl:19])=[CH:17][CH:18]=2)=[O:12])[C:9]2[CH:8]=[CH:7][C:6]([O:20][CH3:21])=[CH:5][C:4]=2[C:3]=1[CH2:22][C:23]([OH:25])=[O:24].C([O-])(O)=O.[Na+].[C:31]([O:35][C:36](=[O:39])[CH2:37]Br)([CH3:34])([CH3:33])[CH3:32]. The catalyst is CN(C=O)C. The product is [Cl:19][C:16]1[CH:15]=[CH:14][C:13]([C:11]([N:10]2[C:9]3[C:4](=[CH:5][C:6]([O:20][CH3:21])=[CH:7][CH:8]=3)[C:3]([CH2:22][C:23]([O:25][CH2:37][C:36]([O:35][C:31]([CH3:34])([CH3:33])[CH3:32])=[O:39])=[O:24])=[C:2]2[CH3:1])=[O:12])=[CH:18][CH:17]=1. The yield is 0.880. (7) The reactants are C([N:8]1[CH2:13][CH2:12][C:11]2([C:17]3[CH:18]=[CH:19][CH:20]=[CH:21][C:16]=3[CH2:15][O:14]2)[CH2:10][CH2:9]1)C1C=CC=CC=1. The catalyst is CCO.[Ni]. The product is [NH:8]1[CH2:13][CH2:12][C:11]2([C:17]3[CH:18]=[CH:19][CH:20]=[CH:21][C:16]=3[CH2:15][O:14]2)[CH2:10][CH2:9]1. The yield is 0.800.